Dataset: Peptide-MHC class I binding affinity with 185,985 pairs from IEDB/IMGT. Task: Regression. Given a peptide amino acid sequence and an MHC pseudo amino acid sequence, predict their binding affinity value. This is MHC class I binding data. (1) The peptide sequence is YVNHTASGEH. The MHC is HLA-A68:01 with pseudo-sequence HLA-A68:01. The binding affinity (normalized) is 0.0769. (2) The peptide sequence is VSMTYLYNK. The MHC is HLA-A33:01 with pseudo-sequence HLA-A33:01. The binding affinity (normalized) is 0.381. (3) The peptide sequence is IVFMWAIHH. The MHC is HLA-A25:01 with pseudo-sequence HLA-A25:01. The binding affinity (normalized) is 0.0847. (4) The peptide sequence is DSPHYVPIL. The MHC is Mamu-B01 with pseudo-sequence Mamu-B01. The binding affinity (normalized) is 0.231. (5) The peptide sequence is YRRWIQLGL. The MHC is HLA-A02:02 with pseudo-sequence HLA-A02:02. The binding affinity (normalized) is 0.210. (6) The peptide sequence is IMDKEQLLKI. The MHC is HLA-A02:01 with pseudo-sequence HLA-A02:01. The binding affinity (normalized) is 0.372.